This data is from Drug-target binding data from BindingDB using Ki measurements. The task is: Regression. Given a target protein amino acid sequence and a drug SMILES string, predict the binding affinity score between them. We predict pKi (pKi = -log10(Ki in M); higher means stronger inhibition). Dataset: bindingdb_ki. (1) The compound is OC[C@H]1O[C@@H](n2cnc3c(NC4CCC[C@H]4OCc4cccc(I)c4)ncnc32)[C@H](O)[C@@H]1O. The target protein (O02667) has sequence MPDNSTTLFLAIRASYIVFEIVIGVCAVVGNVLVIWVIKLNPSLKTTTFYFIFSLALADIAVGFLVMPLAIVISLGITIGFYSCLVMSCLLLVFTHASIMSLLAIAVDRYLRVKLTVRYRRVTTQRRIWLALGLCWVVSLLVGFTPMFGWNMKPTLESARNYSDFQCKFDSVIPMEYMVFFSFFTWILIPLLLMCALYVYIFYIIRNKLVQSFSSFKETGAFYRREFKTAKSLFLVLALFAGCWLPLSIINCVTYFKCKVPDVVLLVGILLSHANSMMNPIVYACKIQKFKETYLLIFKARVTCQPSDSLDPSSEQNSE. The pKi is 5.5. (2) The drug is CCOc1ccc(S(=O)(=O)NN=C2CCS(=O)(=O)c3ccc(F)cc32)cc1. The target protein sequence is MSGDNTGNKSNSAPSKSIEELLKLLAMGQELSPAQQKEMKDYKFWKTQPVPSLSETVTEEGPIDKLKTPEDVPNDPLPLISDFEWSTLDIDDNLQLDELYKLLYDNYVEDIDATFRFKYSHEFFQWALKPPGWRKDWHVGVRVKSTGKLVAFIAATPVTFKLNKSNKVIDSVEINFLCIHKKLRNKRLAPVLIKEITRRVNKQNIWQALYTGGSILPTPLTTCRYQHRPINWSKLHDVGFSHLPPNQTKSSMVASYTLPNNPKLKGLRPMTGKDVSTVLSLLYKYQERFDIVQLFTEEEFKHWMLGHDENSDSNVVKSYVVEDENGIITDYFSYYLLPFTVLDNAQHDELGIAYLFYYASDSFEKPNYKKRLNELITDALITSKKFGVDVFNCLTCQDNTYFLKDCKFGSGDGFLNYYLFNYRTFPMDGGIDKKTKEVVEDQTSGIGVVLL. The pKi is 7.0. (3) The small molecule is CC(=O)NCCc1c(Cc2ccccc2)[nH]c2ccccc12. The target protein (O02781) has sequence YCYICHSLKYDRWYSNRNSLCCVFLICVLTLVAIVPNLCMGTLQYDPRIYSCTFAQSVSSAYTIAVVVFHFLVPMVIVIFRYLRIWVLVLQIRWRAKPENNPRLKPQDFRNFVTMFVVFVLFAICWAPLNFIGLAVASDPASMAPRIPEWLFVA. The pKi is 6.0. (4) The target protein sequence is MRYIRLCIISLLATLPLAVHASPQPLEQIKQSESQLSGRVGMIEMDLASGRTLTAWRADERFPMMSTFKVVLCGAVLARVDAGDEQLERKIHYRQQDLVDYSPVSEKHLADGMTVGELCAAAITMSDNSAANLLLATVGGPAGLTAFLRQIGDNVTRLDRWETELNEALPGDARDTTTPASMAATLRKLLTSQRLSARSQRQLLQWMVDDRVAGPLIRSVLPAGWFIADKNGASKRGARGIVALLGPNNKAERIVVIYLRDTPANMAERNQQIAGIGAALIEHWQR. The small molecule is CC(C)(O/N=C(\C(=O)NCB(O)O)c1csc(N)n1)C(=O)O. The pKi is 5.3. (5) The drug is CC(C)(C)c1ccc(NC(=O)N2CCN(c3ncccc3Cl)CC2)cc1. The target protein (Q924T8) has sequence MVGAENMTASFSNNRCHDTIDEFRNQVYSTMYSMISVVGFFGNSFVLYVLIKTYHEKSAFQVYMINLAIADLLCVCTLPLRVVYYVHKGKWFFGDFLCRLTTYALYVNLYCSIFFMTAMSFFRCVAIVFPVQNINLVTQKKARFVCVGIWIFVILTSSPFLLSKSYQDEKNNTKCFEPPQDKQTKKYVLVLHYVSLIFGFIIPFVTIIVCYTMIILTLLKNTMKKNLPSRRKAIGMIIVVTAAFLVSFMPYHIQRAIHLHFLHSETRSCDSVLRMQKSVVITLSLAASNCCFDPLLYFFSGGNFRRRLSTFRKHSLSSMTYIPKKKASLPEKGEEMCKE. The pKi is 5.0. (6) The small molecule is NNC(=O)c1ccc(O)cc1. The target protein sequence is MWQLLATLSCLLVLTSARSSLHFPPLSDEMVNYVNKQNTTWKAGHNFYNVDLSYVKKLCGAILGGPKLPQRDAFAADMVLPDSFDAREQWPNCPTIKEIRDQGSCGSCWAFGAVEAISDRICIHSKGRVNVEVSAEDMLTCCGSECGDGCNGGFPSGAWNFWTKKGLVSGGLYDSHVGCRPYSIPPCEHHVNGSRPPCTGEGDTPKCSKICEPGYSPSYKDDKHFGCSSYSVSSNEKEIMAEIYKNGPVEGAFSVYSDFLLYKSGVYQHVSGEMMGGHAIRILGWGVENDTPYWLVGNSWNTDWGDKGFFKILRGQDHCGIESEIVAGMPCTHQY. The pKi is 5.7. (7) The compound is Nc1ncnc2c1ncn2C1O[C@H](C(=O)NO)[C@@H](O)[C@H]1O. The target protein (Q6Y1R5) has sequence MIETLDSPANDSDFLDYITALENCTDEQISFKMQYLPVIYSIIFLVGFPGNTVAISIYVFKMRPWKSSTIIMLNLALTDLLYLTSLPFLIHYYASGENWIFGDFMCKFIRFGFHFNLYSSILFLTCFSLFRYIVIIHPMSCFSIQKTRWAVVACAGVWVISLVAVMPMTFLITSTTRTNRSACLDLTSSDDLTTIKWYNLILTATTFCLPLLIVTLCYTTIISTLTHGPRTHSCFKQKARRLTILLLLVFYVCFLPFHILRVIRIESRLLSISCSIESHIHEAYIVSRPLAALNTFGNLLLYVVVSNNFQQAFCSAVRCKAIGDLEQAKKDSCSNNP. The pKi is 7.4. (8) The small molecule is CN1CCC[C@@H]1COc1cccc(F)c1. The target protein (Q9JLB5) has sequence MGTRSHYLDLGFLLLLFLPAECLGAEGRLAHKLFRDLFANYTSALRPVADTDQTLNVTLEVTLSQIIDMDERNQVLTLYLWIRQEWTDAYLHWDPKAYGDLDAIRIPSRLVWRPDIVLYNKADTQPPASASTNVVVRHDGAVRWDAPAITRSSCRVDVSAFPFDAQRCGLTFGSWTHGGHQLDVRPRGTSASLADFVENVEWRVLGMPARRRVLTYGCCSEPYPDVTFTLLLRRRAAAYVCNLLLPCVFISLLAPLAFHLPADSGEKVSLGVTVLLALTVFQLILAESMPPAESVPLIGKYYMATMTMVTFSTALTILIMNLHYCGPNAHPVPAWARVLLLGHLAKGLCVRERGEPCGQSKPLESAPSLQPPPASPAGPCHEPRCLCHQEALLHHIASIASTFRSHRAAQRRHEDWKRLARVMDRFFLGIFFCMALVMSLIVLVQAL. The pKi is 7.1.